Dataset: Catalyst prediction with 721,799 reactions and 888 catalyst types from USPTO. Task: Predict which catalyst facilitates the given reaction. (1) Reactant: N[C:2]1[O:6][N:5]=[C:4]([CH3:7])[C:3]=1[C:8]([NH2:10])=[O:9].[C:11](O[C:11](=[O:16])[CH2:12][CH:13]([CH3:15])[CH3:14])(=[O:16])[CH2:12][CH:13]([CH3:15])[CH3:14]. Product: [CH3:7][C:4]1[C:3]([C:8]([NH2:10])=[O:9])=[C:2]([C:11](=[O:16])[CH2:12][CH:13]([CH3:15])[CH3:14])[O:6][N:5]=1. The catalyst class is: 81. (2) Reactant: [H-].[Na+].[OH:3][CH2:4][C@H:5]1[O:9][C:8]([CH3:11])([CH3:10])[O:7][C@@H:6]1[CH2:12][OH:13].[CH3:14][C:15]([Si:18](Cl)([CH3:20])[CH3:19])([CH3:17])[CH3:16].C(=O)([O-])O.[Na+]. Product: [Si:18]([O:13][CH2:12][CH:6]1[O:7][C:8]([CH3:10])([CH3:11])[O:9][CH:5]1[CH2:4][OH:3])([C:15]([CH3:17])([CH3:16])[CH3:14])([CH3:20])[CH3:19]. The catalyst class is: 1. (3) Reactant: [C:1]([C:4]1[C:22](=[O:23])[C@@:8]2([CH3:24])[C:9]3[C:15]([OH:16])=[CH:14][C:13]([O:17][CH3:18])=[C:12]([C:19]([NH2:21])=[O:20])[C:10]=3[O:11][C:7]2=[CH:6][C:5]=1[OH:25])(=[O:3])[CH3:2].[CH3:26][C:27]1[CH:36]=[CH:35][C:34]2[C:29](=[CH:30][CH:31]=[C:32]([F:37])[CH:33]=2)[C:28]=1[CH:38]=O.C([SiH](CC)CC)C.FC(F)(F)C(O)=O. Product: [C:1]([C:4]1[C:22](=[O:23])[C@@:8]2([CH3:24])[C:9]3[C:15]([OH:16])=[CH:14][C:13]([O:17][CH3:18])=[C:12]([C:19]([NH:21][CH2:38][C:28]4[C:29]5[C:34](=[CH:33][C:32]([F:37])=[CH:31][CH:30]=5)[CH:35]=[CH:36][C:27]=4[CH3:26])=[O:20])[C:10]=3[O:11][C:7]2=[CH:6][C:5]=1[OH:25])(=[O:3])[CH3:2]. The catalyst class is: 10. (4) Reactant: [CH3:1][O:2][C:3]([CH:5]1[CH2:9][CH:8]([CH2:10][O:11][CH3:12])[CH2:7][N:6]1[C:13]([O:15][C:16]([CH3:19])([CH3:18])[CH3:17])=[O:14])=[O:4].[Li+].[OH-].Cl.BrC[C:25]([C:27]1[CH:32]=[CH:31][C:30]([Br:33])=[CH:29][CH:28]=1)=[O:26].C(N(CC)CC)C. Product: [C:16]([O:15][C:13]([N:6]1[CH2:7][CH:8]([CH2:10][O:11][CH3:12])[CH2:9][CH:5]1[C:3]([O:2][CH2:1][C:25]([C:27]1[CH:32]=[CH:31][C:30]([Br:33])=[CH:29][CH:28]=1)=[O:26])=[O:4])=[O:14])([CH3:19])([CH3:18])[CH3:17]. The catalyst class is: 5. (5) Reactant: [C:1](Cl)(=[O:3])[CH3:2].[NH2:5][C:6]1[N:11]=[C:10]([CH3:12])[N:9]=[C:8]([C:13]2[N:17]3[N:18]=[CH:19][CH:20]=[CH:21][C:16]3=[N:15][C:14]=2[NH:22][C:23]2[CH:28]=[CH:27][CH:26]=[C:25]([NH2:29])[CH:24]=2)[CH:7]=1.C(N(CC)CC)C. Product: [NH2:5][C:6]1[N:11]=[C:10]([CH3:12])[N:9]=[C:8]([C:13]2[N:17]3[N:18]=[CH:19][CH:20]=[CH:21][C:16]3=[N:15][C:14]=2[NH:22][C:23]2[CH:24]=[C:25]([NH:29][C:1](=[O:3])[CH3:2])[CH:26]=[CH:27][CH:28]=2)[CH:7]=1. The catalyst class is: 3.